Dataset: Full USPTO retrosynthesis dataset with 1.9M reactions from patents (1976-2016). Task: Predict the reactants needed to synthesize the given product. (1) Given the product [NH2:1][C:4]1[CH:5]=[C:6]([CH:20]=[CH:21][CH:22]=1)[O:7][CH:8]1[CH2:12][CH2:11][N:10]([C:13]([O:15][C:16]([CH3:17])([CH3:18])[CH3:19])=[O:14])[CH2:9]1, predict the reactants needed to synthesize it. The reactants are: [N+:1]([C:4]1[CH:5]=[C:6]([CH:20]=[CH:21][CH:22]=1)[O:7][CH:8]1[CH2:12][CH2:11][N:10]([C:13]([O:15][C:16]([CH3:19])([CH3:18])[CH3:17])=[O:14])[CH2:9]1)([O-])=O. (2) Given the product [Cl:16][CH2:8][CH2:7][N:6]1[C:5]2[CH:10]=[CH:11][CH:12]=[CH:13][C:4]=2[N:3]=[C:2]1[CH3:1], predict the reactants needed to synthesize it. The reactants are: [CH3:1][C:2]1[N:6]([CH2:7][CH2:8]O)[C:5]2[CH:10]=[CH:11][CH:12]=[CH:13][C:4]=2[N:3]=1.S(Cl)([Cl:16])=O. (3) Given the product [F:11][C:12]1[CH:13]=[CH:14][C:15]([CH2:16][NH:18][C:19]2[C:20]([CH3:40])=[C:21]([CH3:39])[C:22]3[O:26][C:25]([CH3:27])=[C:24]([C:28]4[CH:33]=[CH:32][C:31]([CH:34]([CH3:35])[CH3:36])=[CH:30][CH:29]=4)[C:23]=3[C:37]=2[CH3:38])=[CH:41][CH:42]=1, predict the reactants needed to synthesize it. The reactants are: [Cl-].[Al+3].[Cl-].[Cl-].[H-].[Al+3].[Li+].[H-].[H-].[H-].[F:11][C:12]1[CH:42]=[CH:41][C:15]([C:16]([NH:18][C:19]2[C:20]([CH3:40])=[C:21]([CH3:39])[C:22]3[O:26][C:25]([CH3:27])=[C:24]([C:28]4[CH:33]=[CH:32][C:31]([CH:34]([CH3:36])[CH3:35])=[CH:30][CH:29]=4)[C:23]=3[C:37]=2[CH3:38])=O)=[CH:14][CH:13]=1.[OH-].[Na+]. (4) Given the product [C:38]([N:27]1[C:26](=[O:42])[C:25]([NH:24][CH2:23][CH2:22][CH2:21][O:20][C:7]2[CH:6]=[CH:5][CH:4]=[C:3]([O:2][CH3:1])[CH:8]=2)=[C:29]([C:30]2[CH:35]=[CH:34][CH:33]=[CH:32][CH:31]=2)[S:28]1(=[O:37])=[O:36])([CH3:41])([CH3:40])[CH3:39], predict the reactants needed to synthesize it. The reactants are: [CH3:1][O:2][C:3]1[CH:4]=[C:5](O)[CH:6]=[CH:7][CH:8]=1.CC1C=CC(S([O:20][CH2:21][CH2:22][CH2:23][NH:24][C:25]2[C:26](=[O:42])[N:27]([C:38]([CH3:41])([CH3:40])[CH3:39])[S:28](=[O:37])(=[O:36])[C:29]=2[C:30]2[CH:35]=[CH:34][CH:33]=[CH:32][CH:31]=2)(=O)=O)=CC=1. (5) Given the product [C:7]([O:31][C:30]([N:25]1[CH2:29][CH2:28][C@H:27]([O:14][C:11]2[CH:10]=[CH:9][C:8]([CH:7]3[CH2:6][CH2:5][N:4]([C:15]([O:17][CH2:18][C:19]4[CH:20]=[CH:21][CH:22]=[CH:23][CH:24]=4)=[O:16])[CH2:3][CH:2]3[OH:1])=[CH:13][CH:12]=2)[CH2:26]1)=[O:32])([CH3:8])([CH3:2])[CH3:6], predict the reactants needed to synthesize it. The reactants are: [OH:1][CH:2]1[CH:7]([C:8]2[CH:13]=[CH:12][C:11]([OH:14])=[CH:10][CH:9]=2)[CH2:6][CH2:5][N:4]([C:15]([O:17][CH2:18][C:19]2[CH:24]=[CH:23][CH:22]=[CH:21][CH:20]=2)=[O:16])[CH2:3]1.[N:25]1([C:30]([O-:32])=[O:31])[CH2:29][CH2:28][CH2:27][CH2:26]1. (6) Given the product [CH:32]1([C:2]2[CH:3]=[N:4][CH:5]=[C:6]([CH:8]3[CH2:13][C:12]([CH3:27])([S:14]([C:17]4[CH:22]=[CH:21][CH:20]=[C:19]([C:23]([F:26])([F:25])[F:24])[CH:18]=4)(=[O:15])=[O:16])[CH2:11][CH2:10][O:9]3)[CH:7]=2)[CH2:34][CH2:33]1, predict the reactants needed to synthesize it. The reactants are: Br[C:2]1[CH:3]=[N:4][CH:5]=[C:6]([CH:8]2[CH2:13][C:12]([CH3:27])([S:14]([C:17]3[CH:22]=[CH:21][CH:20]=[C:19]([C:23]([F:26])([F:25])[F:24])[CH:18]=3)(=[O:16])=[O:15])[CH2:11][CH2:10][O:9]2)[CH:7]=1.[Na+].[Br-].[F-].[K+].[CH:32]1(BO)[CH2:34][CH2:33]1.CC(C1C=C(C(C)C)C(C2C=CC=CC=2P(C2CCCCC2)C2CCCCC2)=C(C(C)C)C=1)C.